Dataset: Full USPTO retrosynthesis dataset with 1.9M reactions from patents (1976-2016). Task: Predict the reactants needed to synthesize the given product. (1) Given the product [CH3:47][C:48]1[CH:49]=[C:50]([CH3:64])[C:51]2[N:52]([CH:54]=[C:55]([CH2:57][C@@H:58]3[CH2:63][CH2:62][CH2:61][CH2:60][N:59]3[C:8]([C:6]3[C:5]([O:11][CH2:12][CH:13]([CH3:15])[CH3:14])=[CH:4][CH:3]=[C:2]([CH3:1])[N:7]=3)=[O:10])[N:56]=2)[CH:53]=1, predict the reactants needed to synthesize it. The reactants are: [CH3:1][C:2]1[N:7]=[C:6]([C:8]([OH:10])=O)[C:5]([O:11][CH2:12][CH:13]([CH3:15])[CH3:14])=[CH:4][CH:3]=1.CN(C(ON1N=NC2C=CC=CC1=2)=[N+](C)C)C.[B-](F)(F)(F)F.CCN(C(C)C)C(C)C.[CH3:47][C:48]1[CH:49]=[C:50]([CH3:64])[C:51]2[N:52]([CH:54]=[C:55]([CH2:57][C@@H:58]3[CH2:63][CH2:62][CH2:61][CH2:60][NH:59]3)[N:56]=2)[CH:53]=1. (2) Given the product [CH3:10][C:11]([N:13]([CH3:15])[CH3:14])=[O:12].[CH3:1][C:2]([N+:7]([O-:9])=[O:8])([CH2:5][OH:6])[CH2:3][OH:4], predict the reactants needed to synthesize it. The reactants are: [CH3:1][C:2]([N+:7]([O-:9])=[O:8])([CH2:5][OH:6])[CH2:3][OH:4].[CH3:10][C:11]([N:13]([CH3:15])[CH3:14])=[O:12].CO. (3) Given the product [Br:1][C:2]1[CH:3]=[C:4]2[C:5](=[CH:7][C:8]=1[F:9])[NH:6][CH:11]=[CH:10]2, predict the reactants needed to synthesize it. The reactants are: [Br:1][C:2]1[C:8]([F:9])=[CH:7][C:5]([NH2:6])=[C:4]([C:10]#[C:11][Si](C)(C)C)[CH:3]=1. (4) Given the product [CH3:1][C:2]1[N:7]=[C:6]([N:8]2[CH2:9][CH2:10][CH:11]([CH2:14][CH2:15][NH:16][C:17](=[O:22])[O:18][CH2:19][C:20]([NH:24][CH3:23])=[O:21])[CH2:12][CH2:13]2)[CH:5]=[CH:4][CH:3]=1, predict the reactants needed to synthesize it. The reactants are: [CH3:1][C:2]1[N:7]=[C:6]([N:8]2[CH2:13][CH2:12][CH:11]([CH2:14][CH2:15][N:16]3[C:20](=[O:21])[CH2:19][O:18][C:17]3=[O:22])[CH2:10][CH2:9]2)[CH:5]=[CH:4][CH:3]=1.[CH3:23][NH2:24]. (5) Given the product [ClH:7].[CH3:8][O:9][C:10](=[O:42])[NH:11][CH:12]1[CH2:21][C:20]2[C:15](=[CH:16][CH:17]=[CH:18][CH:19]=2)[N:14]([C:22](=[O:41])[CH2:23][C:24]([CH3:40])([CH3:39])[CH2:25][C@H:26]([NH2:31])[C@@H:27]([OH:30])[CH2:28][NH:29][S:4]([CH:2]([CH3:3])[CH3:1])(=[O:6])=[O:5])[CH2:13]1, predict the reactants needed to synthesize it. The reactants are: [CH3:1][CH:2]([S:4]([Cl:7])(=[O:6])=[O:5])[CH3:3].[CH3:8][O:9][C:10](=[O:42])[NH:11][CH:12]1[CH2:21][C:20]2[C:15](=[CH:16][CH:17]=[CH:18][CH:19]=2)[N:14]([C:22](=[O:41])[CH2:23][C:24]([CH3:40])([CH3:39])[CH2:25][C@H:26]([NH:31]C(OC(C)(C)C)=O)[C@@H:27]([OH:30])[CH2:28][NH2:29])[CH2:13]1.C(N(CC)CC)C. (6) Given the product [NH2:26][C:18]1[C:17]2[N:27]=[C:14]3[CH2:13][O:12][CH2:11][C@H:10]([CH2:9][OH:8])[N:15]3[C:16]=2[C:25]2[C:20](=[CH:21][CH:22]=[CH:23][CH:24]=2)[N:19]=1, predict the reactants needed to synthesize it. The reactants are: C([O:8][CH2:9][C@@H:10]1[N:15]2[C:16]3[C:25]4[C:20](=[CH:21][CH:22]=[CH:23][CH:24]=4)[N:19]=[C:18]([NH2:26])[C:17]=3[N:27]=[C:14]2[CH2:13][O:12][CH2:11]1)C1C=CC=CC=1.Cl.